Predict the reactants needed to synthesize the given product. From a dataset of Full USPTO retrosynthesis dataset with 1.9M reactions from patents (1976-2016). (1) The reactants are: [CH2:1]([N:8]([CH2:29][CH:30]1[CH2:35][CH2:34][CH:33]([C:36]([OH:38])=O)[CH2:32][CH2:31]1)[S:9]([NH:12][C:13](=[O:28])[C:14]1[CH:19]=[C:18]([C:20]([F:23])([F:22])[F:21])[CH:17]=[C:16]([C:24]([F:27])([F:26])[F:25])[CH:15]=1)(=[O:11])=[O:10])[C:2]1[CH:7]=[CH:6][CH:5]=[CH:4][CH:3]=1.ON1C2C=CC=CC=2N=N1.Cl.CN(C)CCCN=C=NCC.[CH2:61]([NH2:68])[C:62]1[CH:67]=[CH:66][CH:65]=[CH:64][CH:63]=1. Given the product [CH2:61]([NH:68][C:36]([CH:33]1[CH2:34][CH2:35][CH:30]([CH2:29][N:8]([CH2:1][C:2]2[CH:3]=[CH:4][CH:5]=[CH:6][CH:7]=2)[S:9]([NH:12][C:13](=[O:28])[C:14]2[CH:15]=[C:16]([C:24]([F:25])([F:26])[F:27])[CH:17]=[C:18]([C:20]([F:23])([F:21])[F:22])[CH:19]=2)(=[O:11])=[O:10])[CH2:31][CH2:32]1)=[O:38])[C:62]1[CH:67]=[CH:66][CH:65]=[CH:64][CH:63]=1, predict the reactants needed to synthesize it. (2) Given the product [CH3:16][O:14][C:13](=[O:15])[CH2:12][CH2:11][C:5]1[C:4]2[C:8](=[CH:9][CH:10]=[C:2]([Br:1])[CH:3]=2)[NH:7][CH:6]=1, predict the reactants needed to synthesize it. The reactants are: [Br:1][C:2]1[CH:3]=[C:4]2[C:8](=[CH:9][CH:10]=1)[NH:7][CH:6]=[C:5]2[CH2:11][CH2:12][C:13]([OH:15])=[O:14].[CH3:16][Si](Cl)(C)C. (3) Given the product [NH2:1][C:2]1[C:3]([C:8]([NH:16][C:15]2[CH:17]=[CH:18][C:12]([Cl:11])=[CH:13][CH:14]=2)=[O:10])=[N:4][CH:5]=[CH:6][CH:7]=1, predict the reactants needed to synthesize it. The reactants are: [NH2:1][C:2]1[C:3]([C:8]([OH:10])=O)=[N:4][CH:5]=[CH:6][CH:7]=1.[Cl:11][C:12]1[CH:18]=[CH:17][C:15]([NH2:16])=[CH:14][CH:13]=1.C(Cl)CCl.C1C=CC2N(O)N=NC=2C=1.